The task is: Regression/Classification. Given a drug SMILES string, predict its absorption, distribution, metabolism, or excretion properties. Task type varies by dataset: regression for continuous measurements (e.g., permeability, clearance, half-life) or binary classification for categorical outcomes (e.g., BBB penetration, CYP inhibition). Dataset: cyp2c9_veith.. This data is from CYP2C9 inhibition data for predicting drug metabolism from PubChem BioAssay. (1) The compound is CO[C@@H]1COC(=O)[C@H]2CCCN2C(=O)C/C=C\[C@H](C)[C@@H](OC)COC(=O)CCC[C@H]1C. The result is 0 (non-inhibitor). (2) The compound is C[C@@H](CNC1CCCCC1)OC(=O)c1ccccc1. The result is 0 (non-inhibitor). (3) The drug is Cn1c(-c2sccc2OCc2ccccc2)n[nH]c1=S. The result is 1 (inhibitor).